This data is from Full USPTO retrosynthesis dataset with 1.9M reactions from patents (1976-2016). The task is: Predict the reactants needed to synthesize the given product. (1) The reactants are: [Cl:1][C:2]1[CH:12]=[C:11]([NH:13][CH2:14][CH3:15])[C:5]([C:6](OCC)=[O:7])=[CH:4][N:3]=1.[H-].[H-].[H-].[H-].[Li+].[Al+3]. Given the product [Cl:1][C:2]1[N:3]=[CH:4][C:5]([CH2:6][OH:7])=[C:11]([NH:13][CH2:14][CH3:15])[CH:12]=1, predict the reactants needed to synthesize it. (2) The reactants are: [CH3:1][O:2][CH2:3][O:4][C:5]1[CH:10]=[CH:9][C:8]([CH2:11][CH2:12][CH2:13][OH:14])=[C:7]([O:15][C:16]2[CH:21]=[CH:20][C:19]([C:22]([F:25])([F:24])[F:23])=[CH:18][N:17]=2)[CH:6]=1.[CH2:26]([N:28]1[CH:32]=[C:31]([CH2:33][C:34]([O:36]C)=[O:35])[C:30](O)=[N:29]1)[CH3:27].C(P(CCCC)CCCC)CCC.N(C(N1CCCCC1)=O)=NC(N1CCCCC1)=O.O1CCCC1CO.[OH-].[Na+].Cl. Given the product [CH2:26]([N:28]1[CH:32]=[C:31]([CH2:33][C:34]([OH:36])=[O:35])[C:30]([O:14][CH2:13][CH2:12][CH2:11][C:8]2[CH:9]=[CH:10][C:5]([O:4][CH2:3][O:2][CH3:1])=[CH:6][C:7]=2[O:15][C:16]2[CH:21]=[CH:20][C:19]([C:22]([F:23])([F:24])[F:25])=[CH:18][N:17]=2)=[N:29]1)[CH3:27], predict the reactants needed to synthesize it.